The task is: Predict the reaction yield, written as a fraction of the theoretical maximum amount of product (1.0 means a 100% yield; for example, 0.34 means a 34% yield).. This data is from Reaction yield outcomes from USPTO patents with 853,638 reactions. (1) The reactants are C([O:8][C@H:9]([C@H:11]([N:25]1[CH:29]=[C:28]([C:30]([NH2:32])=[O:31])[N:27]=[CH:26]1)[CH2:12][CH2:13][O:14][C:15]1[CH:16]=[C:17]2[C:22](=[CH:23][CH:24]=1)[N:21]=[CH:20][CH:19]=[CH:18]2)[CH3:10])C1C=CC=CC=1. The catalyst is C1CCCCC=1.C(O)C.[OH-].[OH-].[Pd+2]. The product is [OH:8][C@H:9]([C@H:11]([N:25]1[CH:29]=[C:28]([C:30]([NH2:32])=[O:31])[N:27]=[CH:26]1)[CH2:12][CH2:13][O:14][C:15]1[CH:16]=[C:17]2[C:22](=[CH:23][CH:24]=1)[N:21]=[CH:20][CH:19]=[CH:18]2)[CH3:10]. The yield is 0.868. (2) The reactants are Br[C:2]1[CH:7]=[CH:6][C:5]([C:8]([C:10]2[CH:11]=[N:12][N:13]([CH3:27])[C:14]=2[O:15]CC2C=CC3C(=CC=CC=3)C=2)=[O:9])=[C:4]([Cl:28])[C:3]=1[N:29]=[C:30]1[CH2:35][CH2:34][CH2:33][CH2:32][S:31]1=[O:36].O1CCOC[CH2:38]1.C(=O)([O-])[O-].[K+].[K+].CB1OB(C)OB(C)O1. The catalyst is O.C(OCC)(=O)C. The product is [Cl:28][C:4]1[C:3]([N:29]=[C:30]2[CH2:35][CH2:34][CH2:33][CH2:32][S:31]2=[O:36])=[C:2]([CH3:38])[CH:7]=[CH:6][C:5]=1[C:8]([C:10]1[CH:11]=[N:12][N:13]([CH3:27])[C:14]=1[OH:15])=[O:9]. The yield is 0.340. (3) The reactants are [NH2:1][NH:2][C:3]([NH2:5])=[S:4].[C:6]([C:8]([CH3:13])([CH3:12])[C:9](O)=O)#[N:7].O=P(Cl)(Cl)Cl. The catalyst is O1CCOCC1.Cl.C(Cl)Cl. The product is [NH2:5][C:3]1[S:4][C:9]([C:8]([CH3:13])([CH3:12])[C:6]#[N:7])=[N:1][N:2]=1. The yield is 0.320. (4) The reactants are [F:1][C:2]1[CH:8]=[C:7]([O:9][C:10]2[C:11]3[N:18]([CH3:19])[CH:17]=[CH:16][C:12]=3[N:13]=[CH:14][N:15]=2)[CH:6]=[CH:5][C:3]=1[NH2:4].C(N(CC)CC)C.[F:27][C:28]([F:39])([F:38])[C:29]1[CH:30]=[C:31]([N:35]=[C:36]=[O:37])[CH:32]=[CH:33][CH:34]=1. The catalyst is O1CCCC1.C(OCC)(=O)C. The product is [F:1][C:2]1[CH:8]=[C:7]([O:9][C:10]2[C:11]3[N:18]([CH3:19])[CH:17]=[CH:16][C:12]=3[N:13]=[CH:14][N:15]=2)[CH:6]=[CH:5][C:3]=1[NH:4][C:36]([NH:35][C:31]1[CH:32]=[CH:33][CH:34]=[C:29]([C:28]([F:27])([F:38])[F:39])[CH:30]=1)=[O:37]. The yield is 0.660. (5) The reactants are F[C:2]1[CH:3]=[C:4]([CH:7]=[CH:8][C:9]=1[N+:10]([O-:12])=[O:11])[CH:5]=[O:6].[NH:13]1[CH2:18][CH2:17][CH:16]([C:19]([O:21][CH3:22])=[O:20])[CH2:15][CH2:14]1.C(=O)([O-])[O-].[Cs+].[Cs+]. The catalyst is CS(C)=O.CCOC(C)=O. The product is [CH:5]([C:4]1[CH:7]=[CH:8][C:9]([N+:10]([O-:12])=[O:11])=[C:2]([N:13]2[CH2:18][CH2:17][CH:16]([C:19]([O:21][CH3:22])=[O:20])[CH2:15][CH2:14]2)[CH:3]=1)=[O:6]. The yield is 0.680. (6) The reactants are [Cl:1][C:2]1[CH:7]=[CH:6][C:5]([C:8]2[CH:13]=[CH:12][CH:11]=[CH:10][C:9]=2[C@H:14]([O:32][P:33]([O:38][CH2:39]C)([O:35][CH2:36]C)=[O:34])[CH:15]2[CH2:20][CH2:19][N:18]([C:21]3[CH:31]=[CH:30][C:24]([C:25]([O:27][CH2:28][CH3:29])=[O:26])=[CH:23][CH:22]=3)[CH2:17][CH2:16]2)=[CH:4][CH:3]=1.ClC1C=CC(C2C=CC=CC=2[C@H](O)C2CCN(C3C=CC(C(OCC)=O)=CC=3)CC2)=CC=1.P(OC)(OC)OC. No catalyst specified. The product is [Cl:1][C:2]1[CH:7]=[CH:6][C:5]([C:8]2[CH:13]=[CH:12][CH:11]=[CH:10][C:9]=2[C@H:14]([O:32][P:33]([O:35][CH3:36])([O:38][CH3:39])=[O:34])[CH:15]2[CH2:20][CH2:19][N:18]([C:21]3[CH:31]=[CH:30][C:24]([C:25]([O:27][CH2:28][CH3:29])=[O:26])=[CH:23][CH:22]=3)[CH2:17][CH2:16]2)=[CH:4][CH:3]=1. The yield is 0.670. (7) The reactants are [CH2:1]([O:3][C:4]([C:6]1[O:7][C:8]2[CH:15]=[CH:14][CH:13]=[C:12]([OH:16])[C:9]=2[C:10]=1[CH3:11])=[O:5])[CH3:2].[Cl:17]N1C(=O)CCC1=O. The catalyst is C(Cl)(Cl)(Cl)Cl. The product is [CH2:1]([O:3][C:4]([C:6]1[O:7][C:8]2[CH:15]=[CH:14][C:13]([Cl:17])=[C:12]([OH:16])[C:9]=2[C:10]=1[CH3:11])=[O:5])[CH3:2]. The yield is 0.480. (8) The reactants are Br.Br[CH2:3][C:4]1[C:9]([Cl:10])=[CH:8][N:7]=[CH:6][C:5]=1[Cl:11].[NH2:12][C:13]1[CH:18]=[C:17]([CH3:19])[N:16]=[C:15]([SH:20])[N:14]=1.C(N(CC)CC)C. The catalyst is CCO. The product is [Cl:11][C:5]1[CH:6]=[N:7][CH:8]=[C:9]([Cl:10])[C:4]=1[CH2:3][S:20][C:15]1[N:14]=[C:13]([NH2:12])[CH:18]=[C:17]([CH3:19])[N:16]=1. The yield is 0.920. (9) The reactants are Cl[C:2]1[C:10]2[C:5](=[CH:6][CH:7]=[C:8]([CH:11]3[O:16][CH2:15][CH2:14][CH2:13][O:12]3)[CH:9]=2)[N:4]([CH2:17][O:18][CH2:19][CH2:20][Si:21]([CH3:24])([CH3:23])[CH3:22])[N:3]=1.[CH3:25][O:26][CH2:27][CH2:28][NH:29][CH3:30].C1(P(C2CCCCC2)C2C=CC=CC=2C2C(C(C)C)=CC(C(C)C)=CC=2C(C)C)CCCCC1.C[Si](C)(C)[N-][Si](C)(C)C.[Li+]. The catalyst is C1COCC1. The product is [O:12]1[CH2:13][CH2:14][CH2:15][O:16][CH:11]1[C:8]1[CH:9]=[C:10]2[C:5](=[CH:6][CH:7]=1)[N:4]([CH2:17][O:18][CH2:19][CH2:20][Si:21]([CH3:24])([CH3:23])[CH3:22])[N:3]=[C:2]2[N:29]([CH2:28][CH2:27][O:26][CH3:25])[CH3:30]. The yield is 0.420.